The task is: Regression. Given a target protein amino acid sequence and a drug SMILES string, predict the binding affinity score between them. We predict pIC50 (pIC50 = -log10(IC50 in M); higher means more potent). Dataset: bindingdb_ic50.. This data is from Drug-target binding data from BindingDB using IC50 measurements. (1) The small molecule is Cc1ccc2c(n1)nn1c(C3CCNCC3)cc(=O)[nH]c21. The target protein sequence is SECKTGNGKNYRGTMSKTKNGITCQKWSSTSPHRPRFSPATHPSEGLEENYCRNPDNDPQGPWCYTTDPEKRYDYCDILEC. The pIC50 is 7.5. (2) The pIC50 is 5.0. The target protein (O19175) has sequence GEEVAVKLESQKARHPQLLYESKLYKILQGGVGIPHIRWYGQEKDYNVLVMDLLGPSLEDLFNFCSRRFTMKTVLMLADQMISRIEYVHTKNFIHRDIKPDNFLMGIGRHCNKLFLIDFGLAKKY. The drug is O=Nc1c(-c2c(O)[nH]c3c(Br)cccc23)[nH]c2ccccc12. (3) The compound is CC[C@H](C)[C@H](N)C(=O)N[C@@H](CCCCN)C(=O)N[C@@H](CS)C(=O)N[C@@H](CC(N)=O)C(=O)N[C@@H](CS)C(=O)N[C@@H](CCCCN)C(=O)N[C@@H](CCCNC(=N)N)C(=O)N[C@@H](Cc1cnc[nH]1)C(=O)N[C@H](C(=O)N[C@H](C(=O)N[C@@H](CCCNC(=N)N)C(=O)N[C@H](C)C(=O)N[C@@H](Cc1cnc[nH]1)C(=O)N[C@H](C(=O)N[C@@H](CS)C(=O)N[C@@H](CCCNC(=N)N)C(=O)N[C@@H](CCCCN)C(=O)N[C@H](C(=O)N[C@@H](CS)C(=O)NCC(=O)N[C@@H](CCCCN)C(=O)N[C@@H](CC(N)=O)C(N)=O)[C@@H](C)CC)[C@@H](C)CC)[C@@H](C)CC)C(C)C. The target protein (P12319) has sequence MAPAMESPTLLCVALLFFAPDGVLAVPQKPKVSLNPPWNRIFKGENVTLTCNGNNFFEVSSTKWFHNGSLSEETNSSLNIVNAKFEDSGEYKCQHQQVNESEPVYLEVFSDWLLLQASAEVVMEGQPLFLRCHGWRNWDVYKVIYYKDGEALKYWYENHNISITNATVEDSGTYYCTGKVWQLDYESEPLNITVIKAPREKYWLQFFIPLLVVILFAVDTGLFISTQQQVTFLLKIKRTRKGFRLLNPHPKPNPKNN. The pIC50 is 4.6. (4) The compound is O=C(Nc1cccc(C(F)(F)F)c1)Nc1cn(CCNc2ncnc3ccsc23)nn1. The target protein (P97477) has sequence MDRCKENCVSRPVKTTVPFGPKRVLVTEQIPSQNLGSASSGQAQRVLCPSNSQRVPSQAQKLGAGQKPAPKQLPAASVPRPVSRLNNPQKNEQPAASGNDSEKEQASLQKTEDTKKRQWTLEDFDIGRPLGKGKFGNVYLARERQSKFILALKVLFKTQLEKANVEHQLRREVEIQSHLRHPNILRLYGYFHDATRVYLILEYAPLGTVYRELQKLSKFDEQRTATYITELANALSYCHSKRVIHRDIKPENLLLGSNGELKIADFGWSVHAPSSRRTTMCGTLDYLPPEMIEGRMHDEKVDLWSLGVLCYEFLVGMPPFEAHTYQETYRRISRVEFTFPDFVTEGARDLISRLLKHNASQRLTLAEVLEHPWIKANSSKPPTGHTSKEPTSKSS. The pIC50 is 6.6. (5) The small molecule is O=C(NCCNc1ccccc1)NC1CCCCC1. The target protein (Q9D379) has sequence MWLELILASVLGFVIYWFVSRDKEETLPLEDGWWGPGSKPSAKEDESIRPFKVETSDEEIKDLHQRIDRFRASPPLEGSRFHYGFNSSYLKKVVSFWRNEFDWRKQVEILNQYPHFKTKIEGLDIHFIHVKPPQLPSGRTPKPLLMVHGWPGSFYEFYKIIPLLTDPKTHGLSDEHVFEVICPSIPGYGFSEASSKKGLNSVATARIFYKLMSRLGFQKFYIQGGDWGSLICTNIAQMVPNHVKGLHLNMSFISRNIYSLTPLLGQRFGRFLGYTEKDLELLYPFKEKVFYNIMRESGYLHIQATKPDTVGCALNDSPVGLAAYILEKFSTWTKSEYRELEDGGLERKFSLEDLLTNIMIYWTTGTIVSSQRFYKENLGQGVMVHRHEGMKVFVPTGYSAFPSEILHAPEKWVKVKYPKLISYSYMERGGHFAAFEEPKLLAQDIRKFVSLAELQ. The pIC50 is 6.0. (6) The small molecule is CNc1ccc(C(=O)N2CCc3c(n(Cc4ccc(O)cc4)c4ccccc34)C2)cc1. The target protein (Q6GI75) has sequence MLNLENKTYVIMGIANKRSIAFGVAKVLDQLGAKLVFTYRKERSRKELEKLLEQLNQPEAHLYQIDVQSDEEVINGFEQIGKDVGNIDGVYHSIAFANMEDLRGRFSETSREGFLLAQDISSYSLTIVAHEAKKLMPEGGSIVATTYLGGEFAVQNYNVMGVAKASLEANVKYLALDLGPDNIRVNAISAGPIRTLSAKGVGGFNTILKEIEERAPLKRNVDQVEVGKTAAYLLSDLSSGVTGENIHVDSGFHAIK. The pIC50 is 5.7. (7) The drug is NC(=O)c1c(-c2ccc3ccccc3c2)nn(CC2CCCCC2)c1N. The target protein sequence is MGNTAVGNTGTRLRAPVDAVVNTTNKKAPVSEKPSQPQIPNKTSDVKKGGTMGGERGSVTTGMFVQSGSGTFAERYNIVCMLGKGSFGEVLKCKDRITQQEYAVKVINKASAKNKDTSTILREVELLKKLDHPNIMKLFEILEDSSSFYIVGELYTGGELFDEIIKRKRFSEHDAARIIKQVFSGITYMHKHNIVHRDLKPENILLESKEKDCDIKIIDFGLSTCFQQNTKMKDRIGTAYYIAPEVLRGTYDEKCDVWSAGVILYILLSGTPPFYGKNEYDILKRVETGKYAFDLPQWRTISDDAKDLIRKMLTFHPSLRITATQCLEHPWIQKYSSETPTISDLPSLESAMTNIRQFQAEKKLAQAALLYMASKLTTLDETKQLTEIFRKLDTNNDGMLDRDELVRGYHEFMRLKGVDSNSLIQNEGSTIEDQIDSLMPLLDMDGSGSIEYSEFIASAIDRTILLSRERMERAFKMFDKDGSGKISTKELFKLFSQADS.... The pIC50 is 6.8.